From a dataset of CYP3A4 inhibition data for predicting drug metabolism from PubChem BioAssay. Regression/Classification. Given a drug SMILES string, predict its absorption, distribution, metabolism, or excretion properties. Task type varies by dataset: regression for continuous measurements (e.g., permeability, clearance, half-life) or binary classification for categorical outcomes (e.g., BBB penetration, CYP inhibition). Dataset: cyp3a4_veith. (1) The molecule is CN(C)C(=O)c1ccc(-c2ccc3ncnc(N4CCC(C(=O)O)CC4)c3c2)cc1. The result is 0 (non-inhibitor). (2) The result is 1 (inhibitor). The compound is C=CCOc1c(Br)cc(CNc2ccc(NC(=O)C(C)C)c(OC)c2)cc1OC. (3) The molecule is CC(=O)N[C@@H](c1ccccc1)[C@]1(C)C[C@H]1[C@@H](C)C(=O)Nc1ccc2ccccc2c1. The result is 1 (inhibitor). (4) The drug is O=C(/C=C/c1cc2c(cc1Br)OCO2)NCc1ccc(Cl)cc1. The result is 1 (inhibitor). (5) The drug is CC(C)(C)c1ccc(CN(Cc2ccco2)Cc2nnnn2C2CCCC2)cc1. The result is 1 (inhibitor). (6) The drug is Cc1cc(NC(=O)CCCC(=O)OCC(F)(F)C(F)F)cc(C)c1C(=O)O. The result is 0 (non-inhibitor). (7) The drug is CCCCC/C(=N\O)c1c[nH]c2ccccc12. The result is 0 (non-inhibitor).